This data is from Catalyst prediction with 721,799 reactions and 888 catalyst types from USPTO. The task is: Predict which catalyst facilitates the given reaction. (1) Reactant: Cl[C:2]1[N:10]=[C:9]2[C:5]([N:6]=[C:7]([CH2:12][CH2:13][N:14]3[CH:19]4[CH2:20][CH2:21][CH:15]3[CH2:16][O:17][CH2:18]4)[N:8]2[CH3:11])=[C:4]([N:22]2[CH2:27][CH2:26][O:25][CH2:24][CH2:23]2)[N:3]=1.[CH2:28]([C:30]1[NH:31][C:32]2[CH:38]=[CH:37][CH:36]=[CH:35][C:33]=2[N:34]=1)[CH3:29].CC(C1C=C(C(C)C)C(C2C=CC=CC=2P(C2CCCCC2)C2CCCCC2)=C(C(C)C)C=1)C.C([O-])([O-])=O.[Cs+].[Cs+]. Product: [CH2:28]([C:30]1[N:31]([C:2]2[N:10]=[C:9]3[C:5]([N:6]=[C:7]([CH2:12][CH2:13][N:14]4[CH:19]5[CH2:20][CH2:21][CH:15]4[CH2:16][O:17][CH2:18]5)[N:8]3[CH3:11])=[C:4]([N:22]3[CH2:23][CH2:24][O:25][CH2:26][CH2:27]3)[N:3]=2)[C:32]2[CH:38]=[CH:37][CH:36]=[CH:35][C:33]=2[N:34]=1)[CH3:29]. The catalyst class is: 62. (2) Reactant: [CH2:1]([O:3][C:4](=[O:21])[C:5]1[CH:17]=[C:16]([CH:18]([OH:20])[CH3:19])[CH:15]=[C:7]([C:8]([N:10]([CH3:14])[CH2:11][CH2:12][CH3:13])=[O:9])[CH:6]=1)[CH3:2].CC(OI1(OC(C)=O)(OC(C)=O)OC(=O)C2C=CC=CC1=2)=O. Product: [CH2:1]([O:3][C:4](=[O:21])[C:5]1[CH:17]=[C:16]([C:18](=[O:20])[CH3:19])[CH:15]=[C:7]([C:8]([N:10]([CH3:14])[CH2:11][CH2:12][CH3:13])=[O:9])[CH:6]=1)[CH3:2]. The catalyst class is: 4. (3) Reactant: [CH:1]([C:3]1[CH:11]=[CH:10][C:6]([C:7](O)=[O:8])=[CH:5][CH:4]=1)=[O:2].S(Cl)(Cl)=O.[CH3:16][NH:17][CH3:18].O. Product: [CH:1]([C:3]1[CH:11]=[CH:10][C:6]([C:7]([N:17]([CH3:18])[CH3:16])=[O:8])=[CH:5][CH:4]=1)=[O:2]. The catalyst class is: 59. (4) Reactant: [N+:1]([C:4]1[CH:5]=[CH:6][C:7]2[CH:11]=[C:10]([C:12]([O:14]C)=[O:13])[S:9][C:8]=2[CH:16]=1)([O-:3])=[O:2].O.[OH-].[Li+].O.Cl. Product: [N+:1]([C:4]1[CH:5]=[CH:6][C:7]2[CH:11]=[C:10]([C:12]([OH:14])=[O:13])[S:9][C:8]=2[CH:16]=1)([O-:3])=[O:2]. The catalyst class is: 5. (5) Reactant: [N:1]([CH:4]1[CH2:10][CH2:9][N:8]([C:11]2[N:15]([CH3:16])[N:14]=[CH:13][C:12]=2[N+:17]([O-:19])=[O:18])[CH2:7][CH:6]([OH:20])[CH2:5]1)=[N+]=[N-].C1(P(C2C=CC=CC=2)C2C=CC=CC=2)C=CC=CC=1. Product: [NH2:1][CH:4]1[CH2:10][CH2:9][N:8]([C:11]2[N:15]([CH3:16])[N:14]=[CH:13][C:12]=2[N+:17]([O-:19])=[O:18])[CH2:7][CH:6]([OH:20])[CH2:5]1. The catalyst class is: 20.